Dataset: Full USPTO retrosynthesis dataset with 1.9M reactions from patents (1976-2016). Task: Predict the reactants needed to synthesize the given product. (1) Given the product [Cl:13][C:10]1[CH:9]=[CH:8][C:7]([N:5]2[C:4](=[O:14])[CH2:3][CH:2]([NH:1][C:20](=[O:21])[C:19]3[CH:23]=[C:24]([C:26]([F:27])([F:28])[F:29])[CH:25]=[C:17]([C:16]([F:15])([F:30])[F:31])[CH:18]=3)[CH2:6]2)=[CH:12][CH:11]=1, predict the reactants needed to synthesize it. The reactants are: [NH2:1][CH:2]1[CH2:6][N:5]([C:7]2[CH:12]=[CH:11][C:10]([Cl:13])=[CH:9][CH:8]=2)[C:4](=[O:14])[CH2:3]1.[F:15][C:16]([F:31])([F:30])[C:17]1[CH:18]=[C:19]([CH:23]=[C:24]([C:26]([F:29])([F:28])[F:27])[CH:25]=1)[C:20](Cl)=[O:21].C(N(CC)CC)C. (2) Given the product [CH3:1][C:2]1[CH:11]=[CH:10][C:9]2[C:4](=[CH:5][CH:6]=[C:7]([NH2:12])[CH:8]=2)[N:3]=1, predict the reactants needed to synthesize it. The reactants are: [CH3:1][C:2]1[CH:11]=[CH:10][C:9]2[C:4](=[CH:5][CH:6]=[C:7]([N+:12]([O-])=O)[CH:8]=2)[N:3]=1.O.O.Cl[Sn]Cl.